From a dataset of Reaction yield outcomes from USPTO patents with 853,638 reactions. Predict the reaction yield, written as a fraction of the theoretical maximum amount of product (1.0 means a 100% yield; for example, 0.34 means a 34% yield). (1) The reactants are [Cl:1][C:2]1[N:6]2[CH:7]=[C:8]([CH:15]3[CH2:19][CH2:18][O:17][CH2:16]3)[CH:9]=[C:10]([C:11]([F:14])([F:13])[F:12])[C:5]2=[N:4][C:3]=1[C:20](OC)=[O:21].[OH-].[Na+].Cl.S(Cl)(Cl)=O.C(N(C(C)C)C(C)C)C.Cl.[NH:41]1[CH2:46][CH2:45][CH:44]([N:47]2[CH2:51][CH2:50][O:49][C:48]2=[O:52])[CH2:43][CH2:42]1. The catalyst is O1CCCC1.ClCCl.O. The product is [Cl:1][C:2]1[N:6]2[CH:7]=[C:8]([CH:15]3[CH2:19][CH2:18][O:17][CH2:16]3)[CH:9]=[C:10]([C:11]([F:14])([F:12])[F:13])[C:5]2=[N:4][C:3]=1[C:20]([N:41]1[CH2:42][CH2:43][CH:44]([N:47]2[CH2:51][CH2:50][O:49][C:48]2=[O:52])[CH2:45][CH2:46]1)=[O:21]. The yield is 0.710. (2) The catalyst is C1COCC1. The yield is 0.894. The reactants are Br[C:2]1[CH:7]=[CH:6][C:5]([Cl:8])=[CH:4][C:3]=1[O:9][CH3:10].[Li]C(C)(C)C.[B:16](OC)([O:19]C)[O:17]C. The product is [Cl:8][C:5]1[CH:6]=[CH:7][C:2]([B:16]([OH:19])[OH:17])=[C:3]([O:9][CH3:10])[CH:4]=1. (3) The reactants are [NH2:1][C:2]1[CH:3]=[C:4]([CH:19]=[CH:20][CH:21]=1)[O:5][C:6]1[C:15]2[C:10](=[CH:11][C:12]([OH:18])=[C:13]([O:16][CH3:17])[CH:14]=2)[N:9]=[CH:8][N:7]=1.[F:22][C:23]([C:26]1[CH:30]=[C:29]([NH:31][C:32](=O)[O:33]C2C=CC(Cl)=CC=2)[O:28][N:27]=1)([CH3:25])[CH3:24]. The catalyst is CN(C=O)C. The product is [F:22][C:23]([C:26]1[CH:30]=[C:29]([NH:31][C:32]([NH:1][C:2]2[CH:21]=[CH:20][CH:19]=[C:4]([O:5][C:6]3[C:15]4[C:10](=[CH:11][C:12]([OH:18])=[C:13]([O:16][CH3:17])[CH:14]=4)[N:9]=[CH:8][N:7]=3)[CH:3]=2)=[O:33])[O:28][N:27]=1)([CH3:24])[CH3:25]. The yield is 0.130. (4) The yield is 0.200. The product is [NH:4]1[C:12]2[C:7](=[CH:8][CH:9]=[C:10]([NH:13][C:14]([C:16]3[C:25](=[O:26])[C:24]4[C:19](=[CH:20][CH:21]=[CH:22][CH:23]=4)[NH:18][CH:17]=3)=[O:15])[CH:11]=2)[CH2:6][CH2:5]1. The reactants are C([N:4]1[C:12]2[C:7](=[CH:8][CH:9]=[C:10]([NH:13][C:14]([C:16]3[C:25](=[O:26])[C:24]4[C:19](=[CH:20][CH:21]=[CH:22][CH:23]=4)[NH:18][CH:17]=3)=[O:15])[CH:11]=2)[CH2:6][CH2:5]1)(=O)C.[OH-].[Na+]. The catalyst is C(O)C. (5) The reactants are [Cl:1][C:2]1[CH:3]=[C:4]2[C:8](=[CH:9][CH:10]=1)[NH:7][CH:6]=[C:5]2[CH2:11][CH2:12][NH:13][C:14](=[O:23])[C:15]1[CH:20]=[CH:19][C:18]([CH2:21]Cl)=[CH:17][CH:16]=1.[CH3:24][O:25][C:26]1[CH:31]=[CH:30][CH:29]=[CH:28][C:27]=1B(O)O.C(=O)([O-])[O-].[Na+].[Na+].[I-].[Na+]. The catalyst is C(COC)OC.O.C1C=CC([P]([Pd]([P](C2C=CC=CC=2)(C2C=CC=CC=2)C2C=CC=CC=2)([P](C2C=CC=CC=2)(C2C=CC=CC=2)C2C=CC=CC=2)[P](C2C=CC=CC=2)(C2C=CC=CC=2)C2C=CC=CC=2)(C2C=CC=CC=2)C2C=CC=CC=2)=CC=1. The product is [Cl:1][C:2]1[CH:3]=[C:4]2[C:8](=[CH:9][CH:10]=1)[NH:7][CH:6]=[C:5]2[CH2:11][CH2:12][NH:13][C:14](=[O:23])[C:15]1[CH:20]=[CH:19][C:18]([CH2:21][C:27]2[CH:28]=[CH:29][CH:30]=[CH:31][C:26]=2[O:25][CH3:24])=[CH:17][CH:16]=1. The yield is 0.530. (6) The reactants are [Cl:1][C:2]1[CH:7]=[C:6](B(O)O)[CH:5]=[CH:4][N:3]=1.[CH3:11][C:12]([C:14]1[CH:19]=[CH:18][CH:17]=[C:16](Br)[CH:15]=1)=[O:13].C([O-])([O-])=O.[Na+].[Na+]. The catalyst is C1COCC1.C1C=CC(P(C2C=CC=CC=2)[C-]2C=CC=C2)=CC=1.C1C=CC(P(C2C=CC=CC=2)[C-]2C=CC=C2)=CC=1.Cl[Pd]Cl.[Fe+2]. The product is [Cl:1][C:2]1[CH:7]=[C:6]([C:16]2[CH:15]=[C:14]([C:12](=[O:13])[CH3:11])[CH:19]=[CH:18][CH:17]=2)[CH:5]=[CH:4][N:3]=1. The yield is 0.580. (7) The reactants are [CH2:1]([O:8][C:9]1[CH:18]=[C:17]2[C:12]([C:13]([OH:19])=[CH:14][CH:15]=[N:16]2)=[CH:11][C:10]=1[O:20][CH3:21])[C:2]1[CH:7]=[CH:6][CH:5]=[CH:4][CH:3]=1.N1C(C)=CC=CC=1C.C(=O)=O.[F:33][C:34]([F:40])([F:39])[S:35](Cl)(=[O:37])=[O:36]. The catalyst is CN(C)C1C=CN=CC=1.O.C(Cl)Cl. The product is [CH2:1]([O:8][C:9]1[CH:18]=[C:17]2[C:12]([C:13]([O:19][S:35]([C:34]([F:40])([F:39])[F:33])(=[O:37])=[O:36])=[CH:14][CH:15]=[N:16]2)=[CH:11][C:10]=1[O:20][CH3:21])[C:2]1[CH:3]=[CH:4][CH:5]=[CH:6][CH:7]=1. The yield is 0.838.